From a dataset of Forward reaction prediction with 1.9M reactions from USPTO patents (1976-2016). Predict the product of the given reaction. (1) Given the reactants [Cl:1][C:2]1[C:7]([C:8]2[CH:13]=[CH:12][CH:11]=[CH:10][CH:9]=2)=[N:6][N:5]=[C:4]2[N:14]([CH2:23][C:24]([OH:26])=O)[N:15]=[C:16]([C:17]3[CH:22]=[CH:21][CH:20]=[CH:19][CH:18]=3)[C:3]=12.[NH:27]1[CH2:32][CH2:31][O:30][CH2:29][CH2:28]1.Cl.CN(C)CCCN=C=NCC, predict the reaction product. The product is: [Cl:1][C:2]1[C:7]([C:8]2[CH:9]=[CH:10][CH:11]=[CH:12][CH:13]=2)=[N:6][N:5]=[C:4]2[N:14]([CH2:23][C:24]([N:27]3[CH2:32][CH2:31][O:30][CH2:29][CH2:28]3)=[O:26])[N:15]=[C:16]([C:17]3[CH:18]=[CH:19][CH:20]=[CH:21][CH:22]=3)[C:3]=12. (2) The product is: [N+:16]([C:13]1[CH:14]=[CH:15][C:10]([CH2:9][P:4](=[O:3])([OH:5])[OH:8])=[CH:11][CH:12]=1)([O-:18])=[O:17]. Given the reactants C([O:3][P:4]([CH2:9][C:10]1[CH:15]=[CH:14][C:13]([N+:16]([O-:18])=[O:17])=[CH:12][CH:11]=1)(=[O:8])[O:5]CC)C.Cl, predict the reaction product. (3) Given the reactants [CH3:1][CH:2]1[CH:6]2[C:7]([NH:9][CH:10]=[C:11]([CH3:12])[CH:5]2[CH2:4][CH2:3]1)=[O:8].[C:13]1([Bi]([C:13]2[CH:18]=[CH:17][CH:16]=[CH:15][CH:14]=2)[C:13]2[CH:18]=[CH:17][CH:16]=[CH:15][CH:14]=2)[CH:18]=[CH:17][CH:16]=[CH:15][CH:14]=1.C(N(CC)CC)C, predict the reaction product. The product is: [CH3:12][C:11]1[C@H:5]2[CH2:4][CH2:3][C@H:2]([CH3:1])[C@H:6]2[C:7](=[O:8])[N:9]([C:13]2[CH:18]=[CH:17][CH:16]=[CH:15][CH:14]=2)[CH:10]=1. (4) The product is: [CH:24]1([C:21]2[CH:22]=[N:23][C:11]([NH:10][C:6]3[CH:5]=[C:4]4[C:9](=[CH:8][CH:7]=3)[N:1]([CH2:37][CH2:36][CH2:35][C:34]([F:40])([F:39])[F:33])[CH:2]=[CH:3]4)=[C:12]([CH:20]=2)[C:13]([O:15][CH2:16][CH2:17][CH2:18][CH3:19])=[O:14])[CH2:25][CH2:26]1. Given the reactants [NH:1]1[C:9]2[C:4](=[CH:5][C:6]([NH:10][C:11]3[N:23]=[CH:22][C:21]([CH:24]4[CH2:26][CH2:25]4)=[CH:20][C:12]=3[C:13]([O:15][CH2:16][CH2:17][CH2:18][CH3:19])=[O:14])=[CH:7][CH:8]=2)[CH:3]=[CH:2]1.CC(C)([O-])C.[K+].[F:33][C:34]([F:40])([F:39])[CH2:35][CH2:36][CH2:37]I.C(OCC)(=O)C, predict the reaction product. (5) Given the reactants [C:1]1([CH:7]2[C:12]3[C:13]([C:16]([N:18]4[CH2:23][CH2:22][CH2:21][CH2:20][CH2:19]4)=O)=[N:14][O:15][C:11]=3[CH2:10][CH2:9][N:8]2C(OC(C)(C)C)=O)[CH:6]=[CH:5][CH:4]=[CH:3][CH:2]=1.CO.Cl, predict the reaction product. The product is: [C:1]1([CH:7]2[C:12]3[C:13]([CH2:16][N:18]4[CH2:19][CH2:20][CH2:21][CH2:22][CH2:23]4)=[N:14][O:15][C:11]=3[CH2:10][CH2:9][NH:8]2)[CH:2]=[CH:3][CH:4]=[CH:5][CH:6]=1. (6) Given the reactants [Cl:1][C:2]1[CH:7]=[C:6]([C:8]([F:11])([F:10])[F:9])[CH:5]=[CH:4][C:3]=1[C:12]#[C:13][C:14]([OH:16])=O.[CH3:17][CH:18]1[CH2:23][CH2:22][CH2:21][CH:20]([CH3:24])[N:19]1[CH2:25][CH2:26][O:27][C:28]1[CH:33]=[CH:32][C:31]([NH2:34])=[CH:30][C:29]=1[O:35][CH3:36], predict the reaction product. The product is: [CH3:17][CH:18]1[CH2:23][CH2:22][CH2:21][CH:20]([CH3:24])[N:19]1[CH2:25][CH2:26][O:27][C:28]1[CH:33]=[CH:32][C:31]([NH:34][C:14](=[O:16])[C:13]#[C:12][C:3]2[CH:4]=[CH:5][C:6]([C:8]([F:9])([F:10])[F:11])=[CH:7][C:2]=2[Cl:1])=[CH:30][C:29]=1[O:35][CH3:36]. (7) Given the reactants [NH:1]1[C:9]2[C:4](=[CH:5][C:6]([C:10]3[C:18]4[C:13](=[N:14][CH:15]=[C:16]([C:19]5[CH:24]=[CH:23][C:22]([CH2:25][N:26]6[CH2:31][CH2:30][NH:29][CH2:28][CH2:27]6)=[CH:21][CH:20]=5)[CH:17]=4)[N:12](S(C4C=CC(C)=CC=4)(=O)=O)[CH:11]=3)=[CH:7][CH:8]=2)[CH:3]=[CH:2]1.C(N(CC)CC)C.CS(O[CH2:54][C:55]([F:58])([F:57])[F:56])(=O)=O, predict the reaction product. The product is: [NH:1]1[C:9]2[C:4](=[CH:5][C:6]([C:10]3[C:18]4[C:13](=[N:14][CH:15]=[C:16]([C:19]5[CH:24]=[CH:23][C:22]([CH2:25][N:26]6[CH2:31][CH2:30][N:29]([CH2:54][C:55]([F:58])([F:57])[F:56])[CH2:28][CH2:27]6)=[CH:21][CH:20]=5)[CH:17]=4)[NH:12][CH:11]=3)=[CH:7][CH:8]=2)[CH:3]=[CH:2]1.